This data is from Aqueous solubility values for 9,982 compounds from the AqSolDB database. The task is: Regression/Classification. Given a drug SMILES string, predict its absorption, distribution, metabolism, or excretion properties. Task type varies by dataset: regression for continuous measurements (e.g., permeability, clearance, half-life) or binary classification for categorical outcomes (e.g., BBB penetration, CYP inhibition). For this dataset (solubility_aqsoldb), we predict Y. (1) The molecule is CC(=O)OCC(=O)[C@@]1(O)[C@H](OC(C)=O)C[C@H]2[C@@H]3CCC4=CC(=O)C=C[C@]4(C)[C@@]3(F)[C@@H](O)C[C@@]21C. The Y is -4.13 log mol/L. (2) The compound is CC(O)CC(C)(C)O. The Y is 0.927 log mol/L.